From a dataset of Retrosynthesis with 50K atom-mapped reactions and 10 reaction types from USPTO. Predict the reactants needed to synthesize the given product. (1) The reactants are: CCCCNCCC.COc1ccc2c(C(=O)C(C)(C)C)nn(CC(=O)O)c2c1. Given the product CCCCN(CCC)C(=O)Cn1nc(C(=O)C(C)(C)C)c2ccc(OC)cc21, predict the reactants needed to synthesize it. (2) Given the product COC(=O)CNCc1ncc(C)c(OC)c1C, predict the reactants needed to synthesize it. The reactants are: COC(=O)CN.COc1c(C)cnc(C=O)c1C. (3) Given the product Oc1ccc([C@H]2CCNC[C@@H]2O)cc1, predict the reactants needed to synthesize it. The reactants are: CC(C)(C)OC(=O)N1CC[C@H](c2ccc(O)cc2)[C@@H](O)C1. (4) Given the product Cc1cnc(N2CCC(N(C(=O)c3ccc(-c4cnco4)cc3)C3CC3)CC2)cn1, predict the reactants needed to synthesize it. The reactants are: Cc1cnc(Cl)cn1.O=C(c1ccc(-c2cnco2)cc1)N(C1CCNCC1)C1CC1.